This data is from Forward reaction prediction with 1.9M reactions from USPTO patents (1976-2016). The task is: Predict the product of the given reaction. (1) Given the reactants [NH2:1][C:2]1[C:7]([F:8])=[CH:6][N:5]=[C:4]([OH:9])[N:3]=1.Cl[C:11]([O:13][C:14]1[CH:19]=[CH:18][CH:17]=[CH:16][CH:15]=1)=[O:12], predict the reaction product. The product is: [NH2:1][C:2]1[C:7]([F:8])=[CH:6][N:5]([C:11]([O:13][C:14]2[CH:19]=[CH:18][CH:17]=[CH:16][CH:15]=2)=[O:12])[C:4](=[O:9])[N:3]=1. (2) Given the reactants [O:1]1[C:3]2([CH2:8][CH2:7][O:6][CH2:5][CH2:4]2)[CH2:2]1.[CH3:9][CH:10]([CH3:18])[C:11](=[O:17])[CH2:12][C:13](OC)=[O:14].[O-]CC.[Na+].Cl, predict the reaction product. The product is: [C:11]([CH:12]1[CH2:2][C:3]2([CH2:4][CH2:5][O:6][CH2:7][CH2:8]2)[O:1][C:13]1=[O:14])(=[O:17])[CH:10]([CH3:18])[CH3:9]. (3) Given the reactants C[O:2][C:3](=[O:42])[CH2:4][O:5][C:6]1[CH:14]=[CH:13][C:12]([S:15][C:16]2[CH:21]=[C:20]([C:22]#[C:23][C:24]3[CH:29]=[CH:28][C:27]([CH2:30][OH:31])=[CH:26][CH:25]=3)[N:19]=[C:18]([C:32]#[C:33][C:34]3[CH:39]=[CH:38][C:37]([CH2:40][OH:41])=[CH:36][CH:35]=3)[CH:17]=2)=[C:11]2[C:7]=1[CH2:8][CH2:9][CH2:10]2.Cl.O.C(OCC)(=O)C, predict the reaction product. The product is: [OH:31][CH2:30][C:27]1[CH:28]=[CH:29][C:24]([C:23]#[C:22][C:20]2[CH:21]=[C:16]([S:15][C:12]3[CH:13]=[CH:14][C:6]([O:5][CH2:4][C:3]([OH:42])=[O:2])=[C:7]4[C:11]=3[CH2:10][CH2:9][CH2:8]4)[CH:17]=[C:18]([C:32]#[C:33][C:34]3[CH:35]=[CH:36][C:37]([CH2:40][OH:41])=[CH:38][CH:39]=3)[N:19]=2)=[CH:25][CH:26]=1. (4) Given the reactants I[C:2]1[C:10]2[O:9][N:8]=[C:7]([NH2:11])[C:6]=2[CH:5]=[CH:4][C:3]=1[CH3:12].[O:13]1[CH2:18][CH2:17][N:16]([CH2:19][CH2:20][O:21][CH:22]2[CH2:45][CH2:44][C:25]3([C:33]4[C:28](=[CH:29][C:30](B5OC(C)(C)C(C)(C)O5)=[CH:31][CH:32]=4)[NH:27][C:26]3=[O:43])[CH2:24][CH2:23]2)[CH2:15][CH2:14]1, predict the reaction product. The product is: [NH2:11][C:7]1[C:6]2[CH:5]=[CH:4][C:3]([CH3:12])=[C:2]([C:30]3[CH:29]=[C:28]4[C:33]([C:25]5([CH2:24][CH2:23][CH:22]([O:21][CH2:20][CH2:19][N:16]6[CH2:15][CH2:14][O:13][CH2:18][CH2:17]6)[CH2:45][CH2:44]5)[C:26](=[O:43])[NH:27]4)=[CH:32][CH:31]=3)[C:10]=2[O:9][N:8]=1. (5) Given the reactants [Br:1][C:2]1[C:7](=[O:8])[N:6]([C:9]2[CH:10]=[C:11]([CH:15]=[CH:16][C:17]=2[CH3:18])[C:12]([OH:14])=O)[C:5]([CH3:19])=[N:4][C:3]=1[O:20][CH2:21][C:22]1[CH:27]=[CH:26][C:25]([F:28])=[CH:24][C:23]=1[F:29].C[N:31]1CCOCC1.C(OC(Cl)=O)C(C)C.[CH3:45][C@@H:46]([NH2:49])[CH2:47][OH:48], predict the reaction product. The product is: [NH2:31][C:47]([C@@H:46]([NH:49][C:12](=[O:14])[C:11]1[CH:15]=[CH:16][C:17]([CH3:18])=[C:9]([N:6]2[C:7](=[O:8])[C:2]([Br:1])=[C:3]([O:20][CH2:21][C:22]3[CH:27]=[CH:26][C:25]([F:28])=[CH:24][C:23]=3[F:29])[N:4]=[C:5]2[CH3:19])[CH:10]=1)[CH3:45])=[O:48]. (6) Given the reactants [Cu](C#N)C#N.C([Li])CCC.C([SnH](CCCC)CCCC)CCC.[CH2:24]([NH:27][C:28](=[O:34])[O:29][C:30]([CH3:33])([CH3:32])[CH3:31])[C:25]#[CH:26].[Cl-].[NH4+].[OH-].[NH4+], predict the reaction product. The product is: [CH2:24]([NH:27][C:28](=[O:34])[O:29][C:30]([CH3:33])([CH3:32])[CH3:31])[CH:25]=[CH2:26]. (7) Given the reactants [Br:1][C:2]1[CH:3]=[C:4]2[C:9](=[CH:10][CH:11]=1)[C:8](=[O:12])[NH:7][CH:6]=[C:5]2[S:13][C@H:14]1[CH2:19][CH2:18][N:17]([C:20]([O:22][C:23]([CH3:26])([CH3:25])[CH3:24])=[O:21])[C@H:16]([CH2:27][O:28][Si:29]([C:42]([CH3:45])([CH3:44])[CH3:43])([C:36]2[CH:41]=[CH:40][CH:39]=[CH:38][CH:37]=2)[C:30]2[CH:35]=[CH:34][CH:33]=[CH:32][CH:31]=2)[CH2:15]1.CS(O[CH2:51][C:52]([CH3:63])([CH3:62])[CH2:53][O:54][Si:55]([C:58]([CH3:61])([CH3:60])[CH3:59])([CH3:57])[CH3:56])(=O)=O, predict the reaction product. The product is: [Br:1][C:2]1[CH:3]=[C:4]2[C:9](=[CH:10][CH:11]=1)[C:8](=[O:12])[N:7]([CH2:51][C:52]([CH3:63])([CH3:62])[CH2:53][O:54][Si:55]([C:58]([CH3:61])([CH3:60])[CH3:59])([CH3:56])[CH3:57])[CH:6]=[C:5]2[S:13][C@H:14]1[CH2:19][CH2:18][N:17]([C:20]([O:22][C:23]([CH3:24])([CH3:26])[CH3:25])=[O:21])[C@H:16]([CH2:27][O:28][Si:29]([C:42]([CH3:45])([CH3:44])[CH3:43])([C:36]2[CH:37]=[CH:38][CH:39]=[CH:40][CH:41]=2)[C:30]2[CH:35]=[CH:34][CH:33]=[CH:32][CH:31]=2)[CH2:15]1. (8) The product is: [CH3:18][O:25][C:1](=[O:7])[CH2:2][C@@H:3]([CH2:4][CH2:5][CH2:6][CH3:42])[C:98]([N:96]1[CH2:95][CH2:34][CH2:33][C@H:10]1[C:11]([O:13][CH2:14][C:17]1[CH:73]=[CH:74][CH:75]=[CH:76][CH:71]=1)=[O:12])=[O:99]. Given the reactants [C:1](Cl)(=[O:7])[CH2:2][CH2:3][CH2:4][CH2:5][CH3:6].Br[CH2:10][C:11]([O:13][C:14]([CH3:17])(C)C)=[O:12].[CH2:18]([O:25]C(=O)[C@@H]1CCCN1)C1C=CC=CC=1.[CH3:33][CH2:34]N(C(C)C)C(C)C.[CH3:42]CN=C=NCCCN(C)C.C1CN([P+](ON2N=NC3[CH:73]=[CH:74][CH:75]=[CH:76][C:71]2=3)(N2CCCC2)N2CCCC2)CC1.F[P-](F)(F)(F)(F)F.CC(C)N=C=NC(C)C.[CH3:95][N:96]([CH:98]=[O:99])C, predict the reaction product. (9) Given the reactants [C:1]([C@@H:4]([NH:17][C:18](=[O:35])[O:19][CH2:20][CH2:21][N:22]1[CH2:27][CH2:26][N:25]([C:28]([O:30][C:31]([CH3:34])([CH3:33])[CH3:32])=[O:29])[CH2:24][CH2:23]1)[CH2:5][C:6]1[CH:11]=[CH:10][C:9]([O:12][C:13]([CH3:16])([CH3:15])[CH3:14])=[CH:8][CH:7]=1)([OH:3])=O.[CH3:36][NH:37][CH2:38][C:39]1[CH:44]=[CH:43][CH:42]=[CH:41][CH:40]=1.C1CN([P+](Br)(N2CCCC2)N2CCCC2)CC1.F[P-](F)(F)(F)(F)F.CCN(C(C)C)C(C)C, predict the reaction product. The product is: [CH2:38]([N:37]([CH3:36])[C:1]([C@@H:4]([NH:17][C:18](=[O:35])[O:19][CH2:20][CH2:21][N:22]1[CH2:23][CH2:24][N:25]([C:28]([O:30][C:31]([CH3:32])([CH3:34])[CH3:33])=[O:29])[CH2:26][CH2:27]1)[CH2:5][C:6]1[CH:7]=[CH:8][C:9]([O:12][C:13]([CH3:14])([CH3:15])[CH3:16])=[CH:10][CH:11]=1)=[O:3])[C:39]1[CH:44]=[CH:43][CH:42]=[CH:41][CH:40]=1.